Dataset: Reaction yield outcomes from USPTO patents with 853,638 reactions. Task: Predict the reaction yield, written as a fraction of the theoretical maximum amount of product (1.0 means a 100% yield; for example, 0.34 means a 34% yield). (1) The reactants are [CH:1]1([C:6]2[C:14]3[O:13][CH:12]([CH2:15][NH2:16])[CH2:11][C:10]=3[CH:9]=[CH:8][CH:7]=2)[CH2:5][CH2:4][CH2:3][CH2:2]1.C(N(C(C)C)CC)(C)C.Cl[C:27]([O:29][CH2:30][C:31]1[CH:36]=[CH:35][CH:34]=[CH:33][CH:32]=1)=[O:28]. The catalyst is O1CCCC1. The product is [CH:1]1([C:6]2[C:14]3[O:13][CH:12]([CH2:15][NH:16][C:27](=[O:28])[O:29][CH2:30][C:31]4[CH:36]=[CH:35][CH:34]=[CH:33][CH:32]=4)[CH2:11][C:10]=3[CH:9]=[CH:8][CH:7]=2)[CH2:2][CH2:3][CH2:4][CH2:5]1. The yield is 0.760. (2) The reactants are [H-].[Na+].[F:3][C:4]([F:11])([F:10])[C:5]1[N:6]=[CH:7][NH:8][CH:9]=1.[CH3:12][Si:13]([CH3:20])([CH3:19])[CH2:14][CH2:15][O:16][CH2:17]Cl.O. The catalyst is C1COCC1. The product is [F:3][C:4]([F:11])([F:10])[C:5]1[N:6]=[CH:7][N:8]([CH2:17][O:16][CH2:15][CH2:14][Si:13]([CH3:20])([CH3:19])[CH3:12])[CH:9]=1. The yield is 0.980. (3) The reactants are ClC(OCC1C=CC=CC=1)=[O:3].C([Si](C)(C)[O:17][CH:18]1[CH2:23][CH2:22][CH:21]([C:24]2[CH:29]=[CH:28][C:27]([NH2:30])=[CH:26][C:25]=2[F:31])[CH2:20][CH:19]1[F:32])(C)(C)C.N1C=CC=CC=1.[OH2:41]. The catalyst is C(Cl)Cl. The product is [F:32][CH:19]1[CH2:20][CH:21]([C:24]2[CH:29]=[CH:28][C:27]([N+:30]([O-:3])=[O:41])=[CH:26][C:25]=2[F:31])[CH2:22][CH2:23][C:18]1=[O:17]. The yield is 0.750. (4) The reactants are [CH3:1][C:2]1[CH:17]=[CH:16][CH:15]=[C:14]([CH2:18][O:19][C@@H:20]2[CH2:25][CH2:24][CH2:23][C@H:22]([O:26][CH2:27][C:28]3[N:29]=[C:30]([C:34]4[CH:39]=[CH:38][C:37]([CH3:40])=[CH:36][CH:35]=4)[O:31][C:32]=3[CH3:33])[CH2:21]2)[C:3]=1[C:4]([O:6]CC1C=CC=CC=1)=[O:5].[H][H]. The catalyst is C1COCC1.[Pd]. The product is [CH3:1][C:2]1[CH:17]=[CH:16][CH:15]=[C:14]([CH2:18][O:19][C@@H:20]2[CH2:25][CH2:24][CH2:23][C@H:22]([O:26][CH2:27][C:28]3[N:29]=[C:30]([C:34]4[CH:35]=[CH:36][C:37]([CH3:40])=[CH:38][CH:39]=4)[O:31][C:32]=3[CH3:33])[CH2:21]2)[C:3]=1[C:4]([OH:6])=[O:5]. The yield is 0.420. (5) The reactants are [OH:1][C:2]1[C:11]2[C:10](=[O:12])[O:9][C:8]([CH3:14])([CH3:13])[O:7][C:6]=2[CH:5]=[C:4]([OH:15])[CH:3]=1.CO.[C:18]1(P(C2C=CC=CC=2)C2C=CC=CC=2)C=CC=CC=1.CCOC(/N=N/C(OCC)=O)=O. The catalyst is O1CCCC1. The product is [OH:1][C:2]1[C:11]2[C:10](=[O:12])[O:9][C:8]([CH3:13])([CH3:14])[O:7][C:6]=2[CH:5]=[C:4]([O:15][CH3:18])[CH:3]=1. The yield is 0.820. (6) The reactants are [CH3:1][S:2](Cl)(=[O:4])=[O:3].CCN(CC)CC.[CH:13]([N:26]1[C:34]2[C:29](=[CH:30][C:31]([Cl:35])=[CH:32][CH:33]=2)[C:28]([CH2:36][CH2:37][S:38]([C:41]2[CH:46]=[CH:45][C:44]([CH2:47][CH2:48][C:49]([O:51][CH2:52][CH3:53])=[O:50])=[CH:43][CH:42]=2)(=[O:40])=[O:39])=[C:27]1[CH2:54][CH2:55][OH:56])([C:20]1[CH:25]=[CH:24][CH:23]=[CH:22][CH:21]=1)[C:14]1[CH:19]=[CH:18][CH:17]=[CH:16][CH:15]=1.O. The catalyst is C(Cl)Cl. The product is [CH:13]([N:26]1[C:34]2[C:29](=[CH:30][C:31]([Cl:35])=[CH:32][CH:33]=2)[C:28]([CH2:36][CH2:37][S:38]([C:41]2[CH:42]=[CH:43][C:44]([CH2:47][CH2:48][C:49]([O:51][CH2:52][CH3:53])=[O:50])=[CH:45][CH:46]=2)(=[O:39])=[O:40])=[C:27]1[CH2:54][CH2:55][O:56][S:2]([CH3:1])(=[O:4])=[O:3])([C:14]1[CH:15]=[CH:16][CH:17]=[CH:18][CH:19]=1)[C:20]1[CH:21]=[CH:22][CH:23]=[CH:24][CH:25]=1. The yield is 0.980. (7) The reactants are [Cl:1][C:2]1[CH:7]=[CH:6][C:5](/[CH:8]=[CH:9]/[C:10]([O:12]C)=[O:11])=[CH:4][C:3]=1[O:14][CH3:15].[OH-].[Na+]. The catalyst is O.CO.CCOC(C)=O.O. The product is [Cl:1][C:2]1[CH:7]=[CH:6][C:5](/[CH:8]=[CH:9]/[C:10]([OH:12])=[O:11])=[CH:4][C:3]=1[O:14][CH3:15]. The yield is 0.690. (8) The reactants are [C:1]([C:4]1[C:5](=[O:24])[CH2:6][CH:7]([C:11]2[S:12][CH:13]=[CH:14][C:15]=2[C:16]2[CH:21]=[CH:20][CH:19]=[C:18]([O:22][CH3:23])[N:17]=2)[CH2:8][C:9]=1O)(=O)[CH3:2].N1CCCC1.Cl.[NH2:31][C:32]([NH2:34])=[NH:33]. The catalyst is CCO. The product is [NH2:34][C:32]1[N:33]=[C:1]([CH3:2])[C:4]2[C:5](=[O:24])[CH2:6][CH:7]([C:11]3[S:12][CH:13]=[CH:14][C:15]=3[C:16]3[CH:21]=[CH:20][CH:19]=[C:18]([O:22][CH3:23])[N:17]=3)[CH2:8][C:9]=2[N:31]=1. The yield is 0.150.